This data is from Full USPTO retrosynthesis dataset with 1.9M reactions from patents (1976-2016). The task is: Predict the reactants needed to synthesize the given product. (1) Given the product [CH2:22]([C:24]1[CH:31]=[CH:30][C:27]([CH2:28][NH:1][CH:2]2[CH2:3][CH2:4][N:5]([CH2:8][CH2:9][N:10]3[C:19]4[C:14](=[CH:15][CH:16]=[C:17]([F:20])[CH:18]=4)[N:13]=[CH:12][C:11]3=[O:21])[CH2:6][CH2:7]2)=[CH:26][CH:25]=1)[CH3:23], predict the reactants needed to synthesize it. The reactants are: [NH2:1][CH:2]1[CH2:7][CH2:6][N:5]([CH2:8][CH2:9][N:10]2[C:19]3[C:14](=[CH:15][CH:16]=[C:17]([F:20])[CH:18]=3)[N:13]=[CH:12][C:11]2=[O:21])[CH2:4][CH2:3]1.[CH2:22]([C:24]1[CH:31]=[CH:30][C:27]([CH:28]=O)=[CH:26][CH:25]=1)[CH3:23].C(O[BH-](OC(=O)C)OC(=O)C)(=O)C.[Na+].C(=O)([O-])O.[Na+]. (2) Given the product [C:1]([C@H:5]1[C:23](=[O:24])[N:22]2[CH2:25][C@@H:19]([CH2:20][C@H:21]2[C:26]([NH:35][C@:36]2([C:41]([NH:43][S:44]([CH:47]3[CH2:49][CH2:48]3)(=[O:46])=[O:45])=[O:42])[CH2:38][C@H:37]2[CH2:39][CH3:40])=[O:27])[O:18][C:17]2[N:29]=[CH:30][CH:31]=[CH:32][C:16]=2[CH2:15][CH2:14][CH2:13][CH2:12][CH2:11][CH2:10][CH2:9][O:8][C:7](=[O:33])[NH:6]1)([CH3:4])([CH3:2])[CH3:3], predict the reactants needed to synthesize it. The reactants are: [C:1]([C@H:5]1[C:23](=[O:24])[N:22]2[CH2:25][C@@H:19]([CH2:20][C@H:21]2[C:26](O)=[O:27])[O:18][C:17]2[N:29]=[CH:30][CH:31]=[CH:32][C:16]=2[CH2:15][CH2:14][CH2:13][CH2:12][CH2:11][CH2:10][CH2:9][O:8][C:7](=[O:33])[NH:6]1)([CH3:4])([CH3:3])[CH3:2].Cl.[NH2:35][C@:36]1([C:41]([NH:43][S:44]([CH:47]2[CH2:49][CH2:48]2)(=[O:46])=[O:45])=[O:42])[CH2:38][C@H:37]1[CH2:39][CH3:40].CCN(C(C)C)C(C)C.CN(C(ON1N=NC2C=CC=NC1=2)=[N+](C)C)C.F[P-](F)(F)(F)(F)F.